Dataset: Full USPTO retrosynthesis dataset with 1.9M reactions from patents (1976-2016). Task: Predict the reactants needed to synthesize the given product. (1) Given the product [C:1]1(=[C:8]([C:9]2[CH:14]=[CH:13][C:12]([O:15][CH2:16][CH2:17][OH:18])=[CH:11][CH:10]=2)[C:22]2[CH:27]=[CH:26][C:25]([OH:28])=[CH:24][CH:23]=2)[CH2:2][CH2:3][CH2:4][CH2:5][CH2:6][CH2:7]1, predict the reactants needed to synthesize it. The reactants are: [C:1]1(=[C:8]([C:22]2[CH:27]=[CH:26][C:25]([OH:28])=[CH:24][CH:23]=2)[C:9]2[CH:14]=[CH:13][C:12]([O:15][CH2:16][C:17](OCC)=[O:18])=[CH:11][CH:10]=2)[CH2:7][CH2:6][CH2:5][CH2:4][CH2:3][CH2:2]1.[H-].[H-].[H-].[H-].[Li+].[Al+3]. (2) Given the product [Br:1][C:2]1[CH:7]=[CH:6][C:5]([F:8])=[CH:4][C:3]=1[O:9][CH3:10], predict the reactants needed to synthesize it. The reactants are: [Br:1][C:2]1[CH:7]=[CH:6][C:5]([F:8])=[CH:4][C:3]=1[OH:9].[C:10]([O-])([O-])=O.[K+].[K+].CI.O. (3) Given the product [Cl:1][C:2]1[CH:3]=[C:4]([F:26])[C:5]([CH:9]([C:14]2[C:22]3[C:17](=[C:18]([CH2:23][S:24]([CH3:25])=[O:38])[CH:19]=[CH:20][CH:21]=3)[NH:16][CH:15]=2)[CH2:10][CH2:11][C:12]#[N:13])=[C:6]([F:8])[CH:7]=1, predict the reactants needed to synthesize it. The reactants are: [Cl:1][C:2]1[CH:7]=[C:6]([F:8])[C:5]([CH:9]([C:14]2[C:22]3[C:17](=[C:18]([CH2:23][S:24][CH3:25])[CH:19]=[CH:20][CH:21]=3)[NH:16][CH:15]=2)[CH2:10][CH2:11][C:12]#[N:13])=[C:4]([F:26])[CH:3]=1.ClCCl.ClC1C=CC=C(C(OO)=[O:38])C=1. (4) Given the product [C:23]([O:26][C:27](=[O:28])[N:11]([CH2:10][CH2:9][N:8]([CH2:1][C:2]1[CH:3]=[CH:4][CH:5]=[CH:6][CH:7]=1)[CH2:15][C:16]1[CH:17]=[CH:18][CH:19]=[CH:20][CH:21]=1)[CH2:12][CH2:13][F:14])([CH3:25])([CH3:24])[CH3:22], predict the reactants needed to synthesize it. The reactants are: [CH2:1]([N:8]([CH2:15][C:16]1[CH:21]=[CH:20][CH:19]=[CH:18][CH:17]=1)[CH2:9][CH2:10][NH:11][CH2:12][CH2:13][F:14])[C:2]1[CH:7]=[CH:6][CH:5]=[CH:4][CH:3]=1.[CH3:22][C:23]([O:26][C:27](O[C:27]([O:26][C:23]([CH3:25])([CH3:24])[CH3:22])=[O:28])=[O:28])([CH3:25])[CH3:24].C(N(CC)CC)C.C(=O)(O)[O-].[Na+]. (5) Given the product [OH:11][C:6]1[CH:7]=[N:8][CH:9]=[CH:10][C:5]=1[C:4]([N:17]([CH2:18][CH2:19][O:20][CH3:21])[CH2:16][CH2:15][O:14][CH3:13])=[O:12], predict the reactants needed to synthesize it. The reactants are: C(O[C:4](=[O:12])[C:5]1[CH:10]=[CH:9][N:8]=[CH:7][C:6]=1[OH:11])C.[CH3:13][O:14][CH2:15][CH2:16][NH:17][CH2:18][CH2:19][O:20][CH3:21]. (6) Given the product [Br:20][C:7]1[C:2]([CH3:1])=[C:3]([C:10]2[CH2:14][CH2:13][O:12][N:11]=2)[C:4]([S:8][CH3:9])=[CH:5][CH:6]=1, predict the reactants needed to synthesize it. The reactants are: [CH3:1][C:2]1[CH:7]=[CH:6][CH:5]=[C:4]([S:8][CH3:9])[C:3]=1[C:10]1[CH2:14][CH2:13][O:12][N:11]=1.S(=O)(=O)(O)O.[Br:20]Br.